Dataset: Peptide-MHC class I binding affinity with 185,985 pairs from IEDB/IMGT. Task: Regression. Given a peptide amino acid sequence and an MHC pseudo amino acid sequence, predict their binding affinity value. This is MHC class I binding data. (1) The peptide sequence is YVYFYDLSY. The MHC is HLA-A11:01 with pseudo-sequence HLA-A11:01. The binding affinity (normalized) is 0.563. (2) The peptide sequence is AVLTHVKIN. The MHC is H-2-Db with pseudo-sequence H-2-Db. The binding affinity (normalized) is 0. (3) The peptide sequence is GMQIRGFVY. The MHC is HLA-B08:02 with pseudo-sequence HLA-B08:02. The binding affinity (normalized) is 0.0847.